This data is from Full USPTO retrosynthesis dataset with 1.9M reactions from patents (1976-2016). The task is: Predict the reactants needed to synthesize the given product. (1) Given the product [C:12]([O:11][C:9](=[O:10])[NH:23][CH2:22][CH:16]1[CH2:17][CH2:18]1)([CH3:13])([CH3:14])[CH3:15], predict the reactants needed to synthesize it. The reactants are: [C:12]([O:11][C:9](O[C:9]([O:11][C:12]([CH3:15])([CH3:14])[CH3:13])=[O:10])=[O:10])([CH3:15])([CH3:14])[CH3:13].[CH:16]1(NC)[CH2:18][CH2:17]1.C[CH2:22][N:23](CC)CC. (2) Given the product [CH3:21][N:22]([CH2:2][C:3]1[N:4]=[C:5]([CH:8]2[CH2:13][CH2:12][N:11]([C:14]([O:16][C:17]([CH3:20])([CH3:19])[CH3:18])=[O:15])[CH2:10][CH2:9]2)[S:6][CH:7]=1)[C@H:23]1[C:32]2[C:27](=[CH:28][CH:29]=[CH:30][CH:31]=2)[CH2:26][CH2:25][CH2:24]1, predict the reactants needed to synthesize it. The reactants are: Cl[CH2:2][C:3]1[N:4]=[C:5]([CH:8]2[CH2:13][CH2:12][N:11]([C:14]([O:16][C:17]([CH3:20])([CH3:19])[CH3:18])=[O:15])[CH2:10][CH2:9]2)[S:6][CH:7]=1.[CH3:21][NH:22][C@H:23]1[C:32]2[C:27](=[CH:28][CH:29]=[CH:30][CH:31]=2)[CH2:26][CH2:25][CH2:24]1.C(=O)([O-])[O-].[K+].[K+]. (3) Given the product [Si:1]([O:8][CH2:9][C:10]#[C:11][CH2:12][I:19])([C:4]([CH3:7])([CH3:6])[CH3:5])([CH3:3])[CH3:2], predict the reactants needed to synthesize it. The reactants are: [Si:1]([O:8][CH2:9][C:10]#[C:11][CH2:12]O)([C:4]([CH3:7])([CH3:6])[CH3:5])([CH3:3])[CH3:2].N1C=CN=C1.[I:19]I.C1(P(C2C=CC=CC=2)C2C=CC=CC=2)C=CC=CC=1. (4) Given the product [Cl:25][C:2]1[N:7]2[N:8]=[C:9]([C:11]3[CH:16]=[CH:15][CH:14]=[CH:13][CH:12]=3)[CH:10]=[C:6]2[N:5]=[C:4]([CH3:17])[C:3]=1[CH2:18][C:19]([O:21][CH3:22])=[O:20], predict the reactants needed to synthesize it. The reactants are: O[C:2]1[N:7]2[N:8]=[C:9]([C:11]3[CH:16]=[CH:15][CH:14]=[CH:13][CH:12]=3)[CH:10]=[C:6]2[N:5]=[C:4]([CH3:17])[C:3]=1[CH2:18][C:19]([O:21][CH3:22])=[O:20].P(Cl)(Cl)([Cl:25])=O.CN(C)C1C=CC=CC=1. (5) Given the product [Br:1][C:2]1[CH:7]=[C:6]([S:8]([F:13])([F:9])([F:10])([F:11])[F:12])[CH:5]=[C:4]([C:14]([O:24][CH3:23])([O:16][CH3:32])[CH3:15])[CH:3]=1, predict the reactants needed to synthesize it. The reactants are: [Br:1][C:2]1[CH:3]=[C:4]([C:14](=[O:16])[CH3:15])[CH:5]=[C:6]([S:8]([F:13])([F:12])([F:11])([F:10])[F:9])[CH:7]=1.CC1(C)[C@]2(CS(O)(=O)=O)[C:23](C[C@H]1CC2)=[O:24].[CH:32](OC)(OC)OC.C(=O)([O-])O.[Na+]. (6) Given the product [CH2:1]([O:5][C:6]1[CH:7]=[CH:8][C:9]([CH2:10][CH2:11][C:12]([OH:14])=[O:13])=[CH:15][CH:16]=1)[CH2:2][CH2:3][CH3:4], predict the reactants needed to synthesize it. The reactants are: [CH2:1]([O:5][C:6]1[CH:16]=[CH:15][C:9]([CH:10]=[CH:11][C:12]([OH:14])=[O:13])=[CH:8][CH:7]=1)[CH2:2][CH2:3][CH3:4].C(OCC)(=O)C.[H][H]. (7) Given the product [C:22]([O:21][C:19]([N:4]1[C:5]([C:7]2[CH:8]=[CH:9][C:10]([C:13]([F:14])([F:16])[F:15])=[CH:11][CH:12]=2)=[CH:6][C:2]([NH2:1])=[N:3]1)=[O:20])([CH3:25])([CH3:24])[CH3:23], predict the reactants needed to synthesize it. The reactants are: [NH2:1][C:2]1[CH:6]=[C:5]([C:7]2[CH:12]=[CH:11][C:10]([C:13]([F:16])([F:15])[F:14])=[CH:9][CH:8]=2)[NH:4][N:3]=1.[OH-].[K+].[C:19](O[C:19]([O:21][C:22]([CH3:25])([CH3:24])[CH3:23])=[O:20])([O:21][C:22]([CH3:25])([CH3:24])[CH3:23])=[O:20].